Dataset: Full USPTO retrosynthesis dataset with 1.9M reactions from patents (1976-2016). Task: Predict the reactants needed to synthesize the given product. Given the product [CH3:28][N:25]1[CH2:24][CH2:23][N:22]([C:19]2[CH:20]=[CH:21][C:16]([NH:15]/[CH:14]=[C:5]3\[C:6](=[O:13])[NH:7][C:8](=[O:12])[C:9]4[C:4]\3=[CH:3][C:2]([C:35]3[CH:34]=[CH:33][C:32]([O:31][C:30]([F:29])([F:41])[F:42])=[CH:37][CH:36]=3)=[CH:11][CH:10]=4)=[CH:17][CH:18]=2)[CH2:27][CH2:26]1, predict the reactants needed to synthesize it. The reactants are: Br[C:2]1[CH:3]=[C:4]2[C:9](=[CH:10][CH:11]=1)[C:8](=[O:12])[NH:7][C:6](=[O:13])[C:5]2=[CH:14][NH:15][C:16]1[CH:21]=[CH:20][C:19]([N:22]2[CH2:27][CH2:26][N:25]([CH3:28])[CH2:24][CH2:23]2)=[CH:18][CH:17]=1.[F:29][C:30]([F:42])([F:41])[O:31][C:32]1[CH:37]=[CH:36][C:35](B(O)O)=[CH:34][CH:33]=1.C(P(C(C)(C)C)C(C)(C)C)(C)(C)C.C(=O)([O-])[O-].[Cs+].[Cs+].